This data is from Forward reaction prediction with 1.9M reactions from USPTO patents (1976-2016). The task is: Predict the product of the given reaction. (1) The product is: [ClH:17].[CH:1]1([CH:7]([NH2:10])[CH2:8][CH3:9])[CH2:6][CH2:5][CH2:4][CH2:3][CH2:2]1. Given the reactants [CH:1]1([CH:7]([NH:10]S(C(C)(C)C)=O)[CH2:8][CH3:9])[CH2:6][CH2:5][CH2:4][CH2:3][CH2:2]1.[ClH:17].C(OCC)C, predict the reaction product. (2) The product is: [Cl:24][C:25]1[CH:26]=[CH:27][C:28]([CH:31]([C:33]2[CH:34]=[CH:35][CH:36]=[CH:37][CH:38]=2)[NH:32][C:17](=[O:19])[C:16]([C:13]2[CH:14]=[CH:15][C:9]3[O:8][C:7]([C:6]4[C:2]([CH3:1])=[N:3][O:4][C:5]=4[CH3:22])=[CH:11][C:10]=3[CH:12]=2)([CH3:21])[CH3:20])=[CH:29][CH:30]=1. Given the reactants [CH3:1][C:2]1[C:6]([C:7]2[O:8][C:9]3[CH:15]=[CH:14][C:13]([C:16]([CH3:21])([CH3:20])[C:17]([OH:19])=O)=[CH:12][C:10]=3[CH:11]=2)=[C:5]([CH3:22])[O:4][N:3]=1.Cl.[Cl:24][C:25]1[CH:30]=[CH:29][C:28]([CH:31]([C:33]2[CH:38]=[CH:37][CH:36]=[CH:35][CH:34]=2)[NH2:32])=[CH:27][CH:26]=1, predict the reaction product. (3) Given the reactants I[C:2]1[CH:3]=[C:4]2[C:9](=[CH:10][CH:11]=1)[N:8]1[C:12]([C:15]3[CH:20]=[CH:19][CH:18]=[CH:17][N:16]=3)=[N:13][N:14]=[C:7]1[CH:6]=[CH:5]2.CCN(C(C)C)C(C)C.[SH:30][C:31]1[CH:32]=[C:33]([C:37]2([OH:43])[CH2:42][CH2:41][O:40][CH2:39][CH2:38]2)[CH:34]=[CH:35][CH:36]=1.C1(P(C2C=CC=CC=2)C2C3OC4C(=CC=CC=4P(C4C=CC=CC=4)C4C=CC=CC=4)C(C)(C)C=3C=CC=2)C=CC=CC=1, predict the reaction product. The product is: [N:16]1[CH:17]=[CH:18][CH:19]=[CH:20][C:15]=1[C:12]1[N:8]2[C:9]3[C:4]([CH:5]=[CH:6][C:7]2=[N:14][N:13]=1)=[CH:3][C:2]([S:30][C:31]1[CH:32]=[C:33]([C:37]2([OH:43])[CH2:42][CH2:41][O:40][CH2:39][CH2:38]2)[CH:34]=[CH:35][CH:36]=1)=[CH:11][CH:10]=3. (4) Given the reactants [Cl:1][C:2]1[S:6][C:5]([C:7]([NH:9][C@H:10]2[CH2:14][N:13]([CH2:15][C:16](=[O:32])[NH:17][C:18]3[CH:23]=[CH:22][C:21]([N:24]4[CH:29]=[CH:28][CH:27]=[CH:26][C:25]4=[O:30])=[CH:20][C:19]=3[F:31])[CH2:12][C@@H:11]2[O:33][CH2:34][C:35]([OH:37])=O)=[O:8])=[CH:4][CH:3]=1.Cl.[CH3:39][NH:40][CH3:41], predict the reaction product. The product is: [CH3:39][N:40]([CH3:41])[C:35]([CH2:34][O:33][C@H:11]1[CH2:12][N:13]([CH2:15][C:16](=[O:32])[NH:17][C:18]2[CH:23]=[CH:22][C:21]([N:24]3[CH:29]=[CH:28][CH:27]=[CH:26][C:25]3=[O:30])=[CH:20][C:19]=2[F:31])[CH2:14][C@@H:10]1[NH:9][C:7]([C:5]1[S:6][C:2]([Cl:1])=[CH:3][CH:4]=1)=[O:8])=[O:37]. (5) Given the reactants [Cl:1][C:2]1[C:3]2[C:10]3[CH2:11][CH2:12][C@H:13]([C:15]([OH:17])=O)[CH2:14][C:9]=3[S:8][C:4]=2[N:5]=[CH:6][N:7]=1.[CH3:18][NH:19][CH3:20], predict the reaction product. The product is: [Cl:1][C:2]1[C:3]2[C:10]3[CH2:11][CH2:12][C@H:13]([C:15]([N:19]([CH3:20])[CH3:18])=[O:17])[CH2:14][C:9]=3[S:8][C:4]=2[N:5]=[CH:6][N:7]=1. (6) Given the reactants [Cl:1][C:2]1[N:11]=[C:10]([NH:12][CH2:13][CH2:14][C:15]([O:17]C)=[O:16])[C:9]2[C:4](=[N:5][CH:6]=[CH:7][N:8]=2)[CH:3]=1.O[Li].O, predict the reaction product. The product is: [Cl:1][C:2]1[N:11]=[C:10]([NH:12][CH2:13][CH2:14][C:15]([OH:17])=[O:16])[C:9]2[C:4](=[N:5][CH:6]=[CH:7][N:8]=2)[CH:3]=1. (7) Given the reactants N1C=CC=CC=1.O[CH2:8][C@:9]1([CH3:20])[C@H:14]([CH2:15][CH2:16][CH2:17][OH:18])[CH:13]=[CH:12][CH2:11][C@H:10]1[CH3:19].C(OCC)C, predict the reaction product. The product is: [CH3:8][C@:9]12[C@H:10]([CH3:19])[CH2:11][CH:12]=[CH:13][C@H:14]1[CH2:15][C:16]([CH:17]=[O:18])=[CH:20]2. (8) Given the reactants [Cl:1][C:2]1[CH:3]=[C:4]([CH:8]=[CH:9][N:10]=1)[C:5]([OH:7])=[O:6].C(Cl)(=O)C(Cl)=O.[CH2:17](O)[C:18]([CH3:21])([CH3:20])[CH3:19].CCN(CC)CC, predict the reaction product. The product is: [Cl:1][C:2]1[CH:3]=[C:4]([CH:8]=[CH:9][N:10]=1)[C:5]([O:7][CH2:17][C:18]([CH3:21])([CH3:20])[CH3:19])=[O:6].